From a dataset of Peptide-MHC class II binding affinity with 134,281 pairs from IEDB. Regression. Given a peptide amino acid sequence and an MHC pseudo amino acid sequence, predict their binding affinity value. This is MHC class II binding data. (1) The peptide sequence is CELQIVDKIDAAFKI. The MHC is DRB1_1302 with pseudo-sequence DRB1_1302. The binding affinity (normalized) is 0.397. (2) The peptide sequence is EFESLFKCLSHISLS. The MHC is DRB5_0101 with pseudo-sequence DRB5_0101. The binding affinity (normalized) is 0.482. (3) The peptide sequence is SSYFVGKMYFNLI. The MHC is H-2-IAd with pseudo-sequence H-2-IAd. The binding affinity (normalized) is 0.